This data is from Full USPTO retrosynthesis dataset with 1.9M reactions from patents (1976-2016). The task is: Predict the reactants needed to synthesize the given product. (1) The reactants are: [N+:1]([C:4]1[CH:5]=[N:6][C:7]([NH2:10])=[N:8][CH:9]=1)([O-:3])=[O:2].Br[C:12]1[CH:25]=[CH:24][C:15]([O:16][CH2:17][CH2:18][N:19]2[CH2:23][CH2:22][CH2:21][CH2:20]2)=[CH:14][CH:13]=1.C(=O)([O-])[O-].[Cs+].[Cs+].C1(P(C2C=CC=CC=2)C2C3OC4C(=CC=CC=4P(C4C=CC=CC=4)C4C=CC=CC=4)C(C)(C)C=3C=CC=2)C=CC=CC=1. Given the product [N+:1]([C:4]1[CH:5]=[N:6][C:7]([NH:10][C:12]2[CH:13]=[CH:14][C:15]([O:16][CH2:17][CH2:18][N:19]3[CH2:20][CH2:21][CH2:22][CH2:23]3)=[CH:24][CH:25]=2)=[N:8][CH:9]=1)([O-:3])=[O:2], predict the reactants needed to synthesize it. (2) Given the product [C:1]([O:5][C:6]([NH:8][CH:9]1[CH2:13][CH2:12][CH:11]([CH2:14][C:15]([O:17][CH2:18][CH3:19])=[O:16])[CH2:10]1)=[O:7])([CH3:4])([CH3:3])[CH3:2], predict the reactants needed to synthesize it. The reactants are: [C:1]([O:5][C:6]([NH:8][CH:9]1[CH2:13][CH2:12][C:11](=[CH:14][C:15]([O:17][CH2:18][CH3:19])=[O:16])[CH2:10]1)=[O:7])([CH3:4])([CH3:3])[CH3:2].N#N. (3) Given the product [CH2:1]([O:5][C:6](=[O:28])[C:7]([C:10]1[CH:19]=[C:18]2[C:13]([C@@H:14]3[CH2:25][C@H:24]([OH:26])[CH2:23][CH2:22][C@H:15]3[C:16]([CH3:21])([CH3:20])[O:17]2)=[C:12]([OH:27])[CH:11]=1)([CH3:9])[CH3:8])[CH2:2][CH2:3][CH3:4], predict the reactants needed to synthesize it. The reactants are: [CH2:1]([O:5][C:6](=[O:28])[C:7]([C:10]1[CH:19]=[C:18]2[C:13]([C@@H:14]3[CH2:25][C:24](=[O:26])[CH2:23][CH2:22][C@H:15]3[C:16]([CH3:21])([CH3:20])[O:17]2)=[C:12]([OH:27])[CH:11]=1)([CH3:9])[CH3:8])[CH2:2][CH2:3][CH3:4].[BH4-].[Na+].